Dataset: Full USPTO retrosynthesis dataset with 1.9M reactions from patents (1976-2016). Task: Predict the reactants needed to synthesize the given product. (1) Given the product [C:59]([NH:58][CH2:57][CH2:56][C:50]1[C:51]([CH3:55])=[CH:52][CH:53]=[CH:54][C:49]=1[O:33][CH2:32][CH2:31][O:30][CH:18]1[CH:17]([C:14]2[CH:15]=[CH:16][C:11]([O:10][CH2:9][CH2:8][CH2:7][O:6][CH2:5][C:4]3[CH:44]=[CH:45][CH:46]=[CH:47][C:3]=3[O:2][CH3:1])=[CH:12][CH:13]=2)[CH2:22][CH2:21][N:20]([C:23]([O:25][C:26]([CH3:27])([CH3:28])[CH3:29])=[O:24])[CH2:19]1)(=[O:61])[CH3:60], predict the reactants needed to synthesize it. The reactants are: [CH3:1][O:2][C:3]1[CH:47]=[CH:46][CH:45]=[CH:44][C:4]=1[CH2:5][O:6][CH2:7][CH2:8][CH2:9][O:10][C:11]1[CH:16]=[CH:15][C:14]([CH:17]2[CH2:22][CH2:21][N:20]([C:23]([O:25][C:26]([CH3:29])([CH3:28])[CH3:27])=[O:24])[CH2:19][CH:18]2[O:30][CH2:31][CH2:32][O:33]S(C2C=CC(C)=CC=2)(=O)=O)=[CH:13][CH:12]=1.O[C:49]1[CH:54]=[CH:53][CH:52]=[C:51]([CH3:55])[C:50]=1[CH2:56][CH2:57][NH:58][C:59](=[O:61])[CH3:60]. (2) The reactants are: Br[C:2]1[CH:3]=[C:4]2[C:9](=[CH:10][CH:11]=1)[C:8](=[O:12])[NH:7][N:6]=[C:5]2[Cl:13].[N:14]1([C:19]2[CH:20]=[C:21]([CH2:25][NH2:26])[CH:22]=[CH:23][CH:24]=2)[CH2:18][CH2:17][CH2:16][CH2:15]1.C1C=CC(P(C2C(C3C(P(C4C=CC=CC=4)C4C=CC=CC=4)=CC=C4C=3C=CC=C4)=C3C(C=CC=C3)=CC=2)C2C=CC=CC=2)=CC=1.CC([O-])(C)C.[Na+]. Given the product [Cl:13][C:5]1[C:4]2[C:9](=[CH:10][CH:11]=[C:2]([NH:26][CH2:25][C:21]3[CH:22]=[CH:23][CH:24]=[C:19]([N:14]4[CH2:18][CH2:17][CH2:16][CH2:15]4)[CH:20]=3)[CH:3]=2)[C:8](=[O:12])[NH:7][N:6]=1, predict the reactants needed to synthesize it. (3) The reactants are: [F:1][C:2]1[C:10]([C:11]2[CH:16]=[CH:15][CH:14]=[C:13]([F:17])[CH:12]=2)=[CH:9][C:8]([CH3:18])=[CH:7][C:3]=1[C:4]([OH:6])=O.C(Cl)(=O)C(Cl)=O.[NH2:25][C:26]1[C:27]([F:34])=[C:28]([OH:33])[CH:29]=[CH:30][C:31]=1[F:32].C([O-])(O)=O.[Na+]. Given the product [F:34][C:27]1[C:28]([OH:33])=[CH:29][CH:30]=[C:31]([F:32])[C:26]=1[NH:25][C:4](=[O:6])[C:3]1[CH:7]=[C:8]([CH3:18])[CH:9]=[C:10]([C:11]2[CH:16]=[CH:15][CH:14]=[C:13]([F:17])[CH:12]=2)[C:2]=1[F:1], predict the reactants needed to synthesize it. (4) Given the product [Cl:8][C:9]1[CH:10]=[CH:11][C:12]([C:15]2[CH:16]=[CH:17][C:18]([C:21]#[C:22][C:23]3[CH:24]=[CH:25][C:26]([O:27][CH2:28][CH2:29][N:30]([CH2:31][CH:32]4[CH2:34][CH2:33]4)[CH:4]4[CH2:5][CH2:6][O:1][CH2:2][CH2:3]4)=[CH:35][CH:36]=3)=[N:19][CH:20]=2)=[CH:13][CH:14]=1, predict the reactants needed to synthesize it. The reactants are: [O:1]1[CH2:6][CH2:5][C:4](=O)[CH2:3][CH2:2]1.[Cl:8][C:9]1[CH:14]=[CH:13][C:12]([C:15]2[CH:16]=[CH:17][C:18]([C:21]#[C:22][C:23]3[CH:36]=[CH:35][C:26]([O:27][CH2:28][CH2:29][NH:30][CH2:31][CH:32]4[CH2:34][CH2:33]4)=[CH:25][CH:24]=3)=[N:19][CH:20]=2)=[CH:11][CH:10]=1.[BH-](OC(C)=O)(OC(C)=O)OC(C)=O.[Na+]. (5) Given the product [NH2:1][C:2]1[C:10]([Cl:11])=[C:9]([CH2:12][N:13]2[CH2:17][CH2:16][C@H:15]([CH2:18][N:19]([CH3:20])[C:21](=[O:22])[O:23][C:24]([CH3:27])([CH3:26])[CH3:25])[CH2:14]2)[C:8]([C:28]([F:29])([F:31])[F:30])=[CH:7][C:3]=1[C:4](=[O:6])[NH:41][CH2:40][C:38]1[CH:39]=[C:34]([Cl:33])[CH:35]=[CH:36][C:37]=1[S:42]([CH2:45][CH3:46])(=[O:44])=[O:43], predict the reactants needed to synthesize it. The reactants are: [NH2:1][C:2]1[C:10]([Cl:11])=[C:9]([CH2:12][N:13]2[CH2:17][CH2:16][C@H:15]([CH2:18][N:19]([C:21]([O:23][C:24]([CH3:27])([CH3:26])[CH3:25])=[O:22])[CH3:20])[CH2:14]2)[C:8]([C:28]([F:31])([F:30])[F:29])=[CH:7][C:3]=1[C:4]([OH:6])=O.Cl.[Cl:33][C:34]1[CH:35]=[CH:36][C:37]([S:42]([CH2:45][CH3:46])(=[O:44])=[O:43])=[C:38]([CH2:40][NH2:41])[CH:39]=1.